From a dataset of Reaction yield outcomes from USPTO patents with 853,638 reactions. Predict the reaction yield, written as a fraction of the theoretical maximum amount of product (1.0 means a 100% yield; for example, 0.34 means a 34% yield). (1) The reactants are [CH3:1][O:2][C:3]1[CH:4]=[CH:5][C:6]([CH2:10][CH:11]2[CH2:16][CH2:15][S:14][CH2:13][CH2:12]2)=[C:7]([CH:9]=1)[NH2:8].C(N(CC)CC)C.[F:24][C:25]([F:36])([F:35])[C:26](O[C:26](=[O:27])[C:25]([F:36])([F:35])[F:24])=[O:27].O. The catalyst is C(Cl)Cl. The product is [F:24][C:25]([F:36])([F:35])[C:26]([NH:8][C:7]1[CH:9]=[C:3]([O:2][CH3:1])[CH:4]=[CH:5][C:6]=1[CH2:10][CH:11]1[CH2:16][CH2:15][S:14][CH2:13][CH2:12]1)=[O:27]. The yield is 0.830. (2) The reactants are [NH2:1][C:2]1[C:7]([OH:8])=[CH:6][CH:5]=[CH:4][N:3]=1.[Cl:9][C:10]1[CH:18]=[CH:17][C:16]([N+:19]([O-:21])=[O:20])=[CH:15][C:11]=1[C:12](O)=O.C(=O)([O-])[O-].[K+].[K+]. No catalyst specified. The product is [Cl:9][C:10]1[CH:18]=[CH:17][C:16]([N+:19]([O-:21])=[O:20])=[CH:15][C:11]=1[C:12]1[O:8][C:7]2[C:2]([N:1]=1)=[N:3][CH:4]=[CH:5][CH:6]=2. The yield is 0.540. (3) The reactants are [F:1][C:2]1[CH:19]=[CH:18][C:5](/[CH:6]=[N:7]/[C:8]2[CH:16]=[CH:15][CH:14]=[C:13]3[C:9]=2[CH2:10][O:11][C:12]3=[O:17])=[CH:4][CH:3]=1.[CH3:20][N:21]1[CH:25]=[CH:24][N:23]=[C:22]1[CH:26]=O.[CH2:28]([OH:30])[CH3:29]. The catalyst is C(OCC)(=O)CC. The product is [F:1][C:2]1[CH:3]=[CH:4][C:5]([CH:6]2[CH:26]([C:22]3[N:21]([CH3:20])[CH:25]=[CH:24][N:23]=3)[C:28](=[O:30])[C:29]3[C:13]([C:12]([O:11][CH2:10][CH3:9])=[O:17])=[CH:14][CH:15]=[CH:16][C:8]=3[NH:7]2)=[CH:18][CH:19]=1. The yield is 0.0500. (4) The reactants are [O:1]([C@H:8]([C:10]1[CH:18]=[CH:17][C:13]([C:14]([OH:16])=O)=[CH:12][CH:11]=1)[CH3:9])[C:2]1[CH:7]=[CH:6][CH:5]=[CH:4][CH:3]=1.N1(O)C2C=CC=CC=2N=N1.Cl.CN(C)CCCN=C=NCC.C(N(CC)CC)C.[NH2:48][CH2:49][C:50]1[C:51]([OH:58])=[N:52][C:53]([CH3:57])=[CH:54][C:55]=1[CH3:56]. The catalyst is ClCCl.O. The product is [OH:58][C:51]1[C:50]([CH2:49][NH:48][C:14](=[O:16])[C:13]2[CH:12]=[CH:11][C:10]([C@@H:8]([O:1][C:2]3[CH:3]=[CH:4][CH:5]=[CH:6][CH:7]=3)[CH3:9])=[CH:18][CH:17]=2)=[C:55]([CH3:56])[CH:54]=[C:53]([CH3:57])[N:52]=1. The yield is 0.800. (5) The reactants are [Cl:1][C:2]1[CH:15]=[C:14]([CH:16]=[CH2:17])[CH:13]=[CH:12][C:3]=1[CH2:4][NH:5][C:6]1[CH:11]=[CH:10][CH:9]=[CH:8][N:7]=1.Br[CH:19]([C:24]1[CH:25]=[C:26]([Cl:32])[C:27]([Cl:31])=[C:28]([Cl:30])[CH:29]=1)[C:20]([F:23])([F:22])[F:21].N1C=CC=CC=1C1C=CC=CN=1. The catalyst is ClC1C=CC=CC=1Cl.Cl[Cu]. The product is [Cl:1][C:2]1[CH:15]=[C:14](/[CH:16]=[CH:17]/[CH:19]([C:24]2[CH:25]=[C:26]([Cl:32])[C:27]([Cl:31])=[C:28]([Cl:30])[CH:29]=2)[C:20]([F:22])([F:21])[F:23])[CH:13]=[CH:12][C:3]=1[CH2:4][NH:5][C:6]1[CH:11]=[CH:10][CH:9]=[CH:8][N:7]=1. The yield is 0.350. (6) The reactants are C([Li])CCC.C(NC(C)C)(C)C.[F:13][C:14]1[CH:19]=[C:18]([I:20])[CH:17]=[CH:16][C:15]=1[NH2:21].[Cl:22][C:23]1[C:24](=[O:36])[N:25]2[C:29](=[C:30]([C:33]([OH:35])=[O:34])[C:31]=1Cl)[CH2:28][CH2:27][CH2:26]2.Cl. The catalyst is C1COCC1.C(OCC)C. The product is [Cl:22][C:23]1[C:24](=[O:36])[N:25]2[C:29](=[C:30]([C:33]([OH:35])=[O:34])[C:31]=1[NH:21][C:15]1[CH:16]=[CH:17][C:18]([I:20])=[CH:19][C:14]=1[F:13])[CH2:28][CH2:27][CH2:26]2. The yield is 0.638.